This data is from Full USPTO retrosynthesis dataset with 1.9M reactions from patents (1976-2016). The task is: Predict the reactants needed to synthesize the given product. (1) Given the product [NH2:33][CH2:32][CH2:31][N:10]1[CH:9]([C:3]2[CH:4]=[CH:5][C:6]([Cl:8])=[CH:7][C:2]=2[Cl:1])[CH:18]([C:19]([NH:20][CH2:21][CH2:22][C:23]2[CH:28]=[CH:27][CH:26]=[CH:25][CH:24]=2)=[O:29])[C:17]2[C:12](=[CH:13][CH:14]=[CH:15][CH:16]=2)[C:11]1=[O:30], predict the reactants needed to synthesize it. The reactants are: [Cl:1][C:2]1[CH:7]=[C:6]([Cl:8])[CH:5]=[CH:4][C:3]=1[CH:9]1[CH:18]([C:19](=[O:29])[NH:20][CH2:21][CH2:22][C:23]2[CH:28]=[CH:27][CH:26]=[CH:25][CH:24]=2)[C:17]2[C:12](=[CH:13][CH:14]=[CH:15][CH:16]=2)[C:11](=[O:30])[N:10]1[CH2:31][CH2:32][NH:33]C(=O)OC(C)(C)C.Cl.C(OCC)(=O)C. (2) Given the product [Br:2][C:3]1[CH:4]=[C:5]([NH:9][CH:10]([C:13]2[CH:18]=[CH:17][CH:16]=[CH:15][C:14]=2[Cl:19])[C:11]([NH2:12])=[O:23])[CH:6]=[N:7][CH:8]=1, predict the reactants needed to synthesize it. The reactants are: Cl.[Br:2][C:3]1[CH:4]=[C:5]([NH:9][CH:10]([C:13]2[CH:18]=[CH:17][CH:16]=[CH:15][C:14]=2[Cl:19])[C:11]#[N:12])[CH:6]=[N:7][CH:8]=1.O.CC(=O)[O:23]CC. (3) Given the product [Cl:20][C:5]1[C:6]([NH:8][C@@H:9]2[CH2:14][CH2:13][CH2:12][CH2:11][C@H:10]2[NH:15][S:16]([CH3:19])(=[O:18])=[O:17])=[N:7][C:2]([NH:21][C:22]2[C:35]([O:36][CH3:37])=[CH:34][C:25]3[CH2:26][CH2:27][N:28]([CH2:31][CH2:32][OH:33])[CH2:29][CH2:30][C:24]=3[CH:23]=2)=[N:3][CH:4]=1, predict the reactants needed to synthesize it. The reactants are: Cl[C:2]1[N:7]=[C:6]([NH:8][C@@H:9]2[CH2:14][CH2:13][CH2:12][CH2:11][C@H:10]2[NH:15][S:16]([CH3:19])(=[O:18])=[O:17])[C:5]([Cl:20])=[CH:4][N:3]=1.[NH2:21][C:22]1[C:35]([O:36][CH3:37])=[CH:34][C:25]2[CH2:26][CH2:27][N:28]([CH2:31][CH2:32][OH:33])[CH2:29][CH2:30][C:24]=2[CH:23]=1. (4) Given the product [CH2:30]([S:27]([C:23]1[CH:22]=[C:21]([CH:26]=[CH:25][CH:24]=1)[O:20][C:19]1[CH:32]=[CH:33][C:16]([C:14]2[N:7]3[CH:8]=[CH:9][CH:10]=[C:11]([C:12]#[N:13])[C:6]3=[N:5][C:4]=2[CH:1]([CH3:3])[CH3:2])=[CH:17][CH:18]=1)(=[O:29])=[O:28])[CH3:31], predict the reactants needed to synthesize it. The reactants are: [CH:1]([C:4]1[N:5]=[C:6]2[C:11]([C:12]#[N:13])=[CH:10][CH:9]=[CH:8][N:7]2[CH:14]=1)([CH3:3])[CH3:2].Br[C:16]1[CH:33]=[CH:32][C:19]([O:20][C:21]2[CH:26]=[CH:25][CH:24]=[C:23]([S:27]([CH2:30][CH3:31])(=[O:29])=[O:28])[CH:22]=2)=[CH:18][CH:17]=1. (5) Given the product [I:24][C:25]1[CH:26]=[C:27]([CH:30]=[CH:31][CH:32]=1)[CH2:28][C@:2]1([CH3:1])[C:6](=[O:7])[O:5][C@@H:4]([C:8]2[CH:9]=[CH:10][CH:11]=[CH:12][CH:13]=2)[N:3]1[C:14]([O:16][CH2:17][C:18]1[CH:19]=[CH:20][CH:21]=[CH:22][CH:23]=1)=[O:15], predict the reactants needed to synthesize it. The reactants are: [CH3:1][C@H:2]1[C:6](=[O:7])[O:5][C@@H:4]([C:8]2[CH:13]=[CH:12][CH:11]=[CH:10][CH:9]=2)[N:3]1[C:14]([O:16][CH2:17][C:18]1[CH:23]=[CH:22][CH:21]=[CH:20][CH:19]=1)=[O:15].[I:24][C:25]1[CH:26]=[C:27]([CH:30]=[CH:31][CH:32]=1)[CH2:28]Br.C[Si](C)(C)N[Si](C)(C)C.[Li].C(=O)(O)[O-].[Na+]. (6) Given the product [CH2:1]([N:4]([CH2:9][C:10](=[O:12])[CH3:11])[CH2:5][CH2:6][CH3:7])[CH2:2][CH3:3], predict the reactants needed to synthesize it. The reactants are: [CH2:1]([NH:4][CH2:5][CH2:6][CH3:7])[CH2:2][CH3:3].Cl[CH2:9][C:10](=[O:12])[CH3:11]. (7) Given the product [CH:36]1([N:33]2[C:34]3[C:29](=[CH:28][C:27]([F:44])=[C:26]([N:22]4[CH2:23][CH2:24][N:19]([CH2:18][C@@H:4]5[O:3][C:2](=[O:1])[N:6]([C:7]6[CH:8]=[CH:9][C:10]7[O:11][CH2:12][C:13](=[O:17])[NH:14][C:15]=7[N:16]=6)[CH2:5]5)[CH2:20][CH2:21]4)[N:35]=3)[C:30](=[O:43])[C:31]3[C:41]([OH:42])=[N:40][S:39][C:32]2=3)[CH2:38][CH2:37]1, predict the reactants needed to synthesize it. The reactants are: [O:1]=[C:2]1[N:6]([C:7]2[CH:8]=[CH:9][C:10]3[O:11][CH2:12][C:13](=[O:17])[NH:14][C:15]=3[N:16]=2)[CH2:5][C@H:4]([CH2:18][N:19]2[CH2:24][CH2:23][NH:22][CH2:21][CH2:20]2)[O:3]1.Cl[C:26]1[N:35]=[C:34]2[C:29]([C:30](=[O:43])[C:31]3[C:41](=[O:42])[NH:40][S:39][C:32]=3[N:33]2[CH:36]2[CH2:38][CH2:37]2)=[CH:28][C:27]=1[F:44].